From a dataset of Reaction yield outcomes from USPTO patents with 853,638 reactions. Predict the reaction yield, written as a fraction of the theoretical maximum amount of product (1.0 means a 100% yield; for example, 0.34 means a 34% yield). (1) The reactants are [F:1][C:2]([F:11])([F:10])[C:3]1[CH:9]=[CH:8][CH:7]=[CH:6][C:4]=1N.C([N:14](CC)CC)C.[CH:19]1([C:25](Cl)=[O:26])[CH2:24][CH2:23][CH2:22][CH2:21][CH2:20]1.[OH-].[Na+]. The catalyst is O.C(Cl)Cl. The product is [F:1][C:2]([F:11])([F:10])[C:3]1[CH:9]=[CH:8][CH:7]=[CH:6][C:4]=1[C:19]1([C:25]([NH2:14])=[O:26])[CH2:24][CH2:23][CH2:22][CH2:21][CH2:20]1. The yield is 0.590. (2) The reactants are Cl[C:2]1[CH:11]=[CH:10][C:9]2[C:4](=[CH:5][CH:6]=[CH:7][CH:8]=2)[N:3]=1.[I-:12].[Na+].C(Cl)(=O)C. The catalyst is CC#N. The product is [I:12][C:2]1[CH:11]=[CH:10][C:9]2[C:4](=[CH:5][CH:6]=[CH:7][CH:8]=2)[N:3]=1. The yield is 0.700.